Dataset: Full USPTO retrosynthesis dataset with 1.9M reactions from patents (1976-2016). Task: Predict the reactants needed to synthesize the given product. (1) Given the product [Cl:1][C:2]1[CH:7]=[C:6]([NH:10][C:11]2[CH:18]=[CH:17][CH:16]=[CH:15][C:12]=2[C:13]#[N:14])[C:5]([Cl:9])=[CH:4][N:3]=1, predict the reactants needed to synthesize it. The reactants are: [Cl:1][C:2]1[CH:7]=[C:6](I)[C:5]([Cl:9])=[CH:4][N:3]=1.[NH2:10][C:11]1[CH:18]=[CH:17][CH:16]=[CH:15][C:12]=1[C:13]#[N:14].[O-]P(OP(OP([O-])([O-])=O)([O-])=O)(=O)[O-].[K+].[K+].[K+].[K+].[K+].N#N.C1C=CC(P(C2C(OC3C(P(C4C=CC=CC=4)C4C=CC=CC=4)=CC=CC=3)=CC=CC=2)C2C=CC=CC=2)=CC=1. (2) Given the product [CH:7]([N:8]1[CH2:11][C:10](=[O:12])[CH2:9]1)([C:13]1[CH:18]=[CH:17][CH:16]=[CH:15][CH:14]=1)[C:1]1[CH:2]=[CH:3][CH:4]=[CH:5][CH:6]=1, predict the reactants needed to synthesize it. The reactants are: [C:1]1([CH:7]([C:13]2[CH:18]=[CH:17][CH:16]=[CH:15][CH:14]=2)[N:8]2[CH2:11][CH:10]([OH:12])[CH2:9]2)[CH:6]=[CH:5][CH:4]=[CH:3][CH:2]=1.C(N(CC)CC)C.O.C(OCC)(=O)C.